From a dataset of Reaction yield outcomes from USPTO patents with 853,638 reactions. Predict the reaction yield, written as a fraction of the theoretical maximum amount of product (1.0 means a 100% yield; for example, 0.34 means a 34% yield). (1) The reactants are [NH2:1][C@H:2]([C:7]1[CH:12]=[CH:11][C:10]([O:13][CH2:14][CH:15]([CH3:19])[CH2:16][CH2:17][CH3:18])=[CH:9][CH:8]=1)[C:3]([CH3:6])([OH:5])[CH3:4].C(O)(C(F)(F)F)=O.[C:27]1([C@H:33]([CH3:37])[C:34](O)=[O:35])[CH:32]=[CH:31][CH:30]=[CH:29][CH:28]=1.C(N(CC)C(C)C)(C)C.CN(C(ON1N=NC2C=CC=NC1=2)=[N+](C)C)C.F[P-](F)(F)(F)(F)F.C([O-])(O)=O.[Na+]. The catalyst is ClCCl. The product is [OH:5][C:3]([CH3:6])([CH3:4])[C@H:2]([NH:1][C:34](=[O:35])[C@H:33]([C:27]1[CH:32]=[CH:31][CH:30]=[CH:29][CH:28]=1)[CH3:37])[C:7]1[CH:8]=[CH:9][C:10]([O:13][CH2:14][CH:15]([CH3:19])[CH2:16][CH2:17][CH3:18])=[CH:11][CH:12]=1. The yield is 0.700. (2) The reactants are Cl[C:2]1[N:3]([C@@H:15]2[O:21][C@H:20]([CH2:22][O:23]C(=O)C)[C@@H:18]([OH:19])[C@H:16]2[OH:17])[C:4]2[C:9]([C:10]=1[CH:11]=[O:12])=[CH:8][C:7]([Cl:13])=[C:6]([Cl:14])[CH:5]=2.[CH3:27][O-:28].[Na+].CO.C(Cl)(Cl)Cl.CO.O. The catalyst is CO. The product is [Cl:13][C:7]1[CH:8]=[C:9]2[C:4](=[CH:5][C:6]=1[Cl:14])[N:3]([C@@H:15]1[O:21][C@H:20]([CH2:22][OH:23])[C@@H:18]([OH:19])[C@H:16]1[OH:17])[C:2]([O:28][CH3:27])=[C:10]2[CH:11]=[O:12]. The yield is 0.420.